Dataset: Reaction yield outcomes from USPTO patents with 853,638 reactions. Task: Predict the reaction yield, written as a fraction of the theoretical maximum amount of product (1.0 means a 100% yield; for example, 0.34 means a 34% yield). (1) The yield is 0.260. The reactants are N[C:2]1[N:11]=[C:10]([C:12]2[CH:21]=[C:20]([CH3:22])[C:15]([O:16][CH2:17][CH2:18][OH:19])=[C:14]([CH3:23])[CH:13]=2)[CH:9]=[C:8]2[C:3]=1[C:4]([O:26][CH3:27])=[CH:5][C:6]([O:24][CH3:25])=[N:7]2.N([O-])=[O:29].[Na+]. The product is [OH:19][CH2:18][CH2:17][O:16][C:15]1[C:20]([CH3:22])=[CH:21][C:12]([C:10]2[NH:11][C:2](=[O:29])[C:3]3[C:4]([O:26][CH3:27])=[CH:5][C:6]([O:24][CH3:25])=[N:7][C:8]=3[CH:9]=2)=[CH:13][C:14]=1[CH3:23]. The catalyst is O.Cl. (2) The reactants are Cl.[CH2:2]([C:4]([S:30]([CH3:33])(=[O:32])=[O:31])([CH2:15][CH2:16][N:17]1[CH:22]=[CH:21][C:20]([C:23]2[CH:28]=[CH:27][CH:26]=[CH:25][CH:24]=2)=[CH:19][C:18]1=[O:29])[C:5]([NH:7][O:8]C1CCCCO1)=[O:6])[CH3:3]. The catalyst is ClCCl.CO. The product is [CH2:2]([C:4]([S:30]([CH3:33])(=[O:32])=[O:31])([CH2:15][CH2:16][N:17]1[CH:22]=[CH:21][C:20]([C:23]2[CH:28]=[CH:27][CH:26]=[CH:25][CH:24]=2)=[CH:19][C:18]1=[O:29])[C:5]([NH:7][OH:8])=[O:6])[CH3:3]. The yield is 0.270. (3) The reactants are O[CH2:2][C:3]1[C:4]([CH3:13])=[C:5]([CH2:11]O)[C:6]([CH3:10])=[N:7][C:8]=1[CH3:9].S(Cl)([Cl:16])=O.[NH2:18][C:19]([NH2:21])=[S:20]. The catalyst is C(O)C. The product is [ClH:16].[ClH:16].[CH3:9][C:8]1[C:3]([CH2:2][NH:18][C:19]([SH:20])=[NH:21])=[C:4]([CH3:13])[C:5]([CH2:11][NH:21][C:19]([SH:20])=[NH:18])=[C:6]([CH3:10])[N:7]=1. The yield is 0.140. (4) The reactants are C(=O)([O-])[O-].[Cs+].[Cs+].FC(F)(F)S(O[C:13]1[CH:14]=[CH:15][C:16]2[O:20][C:19]([C:21]3[CH:26]=[CH:25][C:24]([F:27])=[CH:23][CH:22]=3)=[C:18]([C:28](=[O:31])[NH:29][CH3:30])[C:17]=2[CH:32]=1)(=O)=O.CC1(C)C(C)(C)OB([C:43]2[CH:44]=[C:45]([C:49]3[NH:53][N:52]=[CH:51][CH:50]=3)[CH:46]=[CH:47][CH:48]=2)O1.O1CCOCC1. The catalyst is CCOC(C)=O.C1C=CC([P]([Pd]([P](C2C=CC=CC=2)(C2C=CC=CC=2)C2C=CC=CC=2)([P](C2C=CC=CC=2)(C2C=CC=CC=2)C2C=CC=CC=2)[P](C2C=CC=CC=2)(C2C=CC=CC=2)C2C=CC=CC=2)(C2C=CC=CC=2)C2C=CC=CC=2)=CC=1.O. The product is [NH:53]1[C:49]([C:45]2[CH:44]=[C:43]([C:13]3[CH:14]=[CH:15][C:16]4[O:20][C:19]([C:21]5[CH:22]=[CH:23][C:24]([F:27])=[CH:25][CH:26]=5)=[C:18]([C:28]([NH:29][CH3:30])=[O:31])[C:17]=4[CH:32]=3)[CH:48]=[CH:47][CH:46]=2)=[CH:50][CH:51]=[N:52]1. The yield is 0.920. (5) The reactants are F[C:2]1[CH:7]=[C:6]([NH:8][C:9]2[CH:18]=[CH:17][CH:16]=[CH:15][C:10]=2[C:11]([NH:13][CH3:14])=[O:12])[C:5]([CH3:19])=[CH:4][N:3]=1.[NH2:20][C:21]1[CH:22]=[C:23]2[C:27](=[CH:28][CH:29]=1)[NH:26][C:25](=[O:30])[CH2:24]2. The catalyst is O1CCOCC1.O. The product is [CH3:14][NH:13][C:11](=[O:12])[C:10]1[CH:15]=[CH:16][CH:17]=[CH:18][C:9]=1[NH:8][C:6]1[C:5]([CH3:19])=[CH:4][N:3]=[C:2]([NH:20][C:21]2[CH:22]=[C:23]3[C:27](=[CH:28][CH:29]=2)[NH:26][C:25](=[O:30])[CH2:24]3)[CH:7]=1. The yield is 0.480. (6) The reactants are [CH2:1]([NH2:4])[CH2:2][CH3:3].C(N(CC)CC)C.[C:12]([N:15]1[CH2:20][CH2:19][CH:18]([CH2:21][C:22]2[CH:27]=[CH:26][C:25]([S:28](Cl)(=[O:30])=[O:29])=[CH:24][CH:23]=2)[CH2:17][CH2:16]1)(=[O:14])[CH3:13].Cl. The catalyst is C1COCC1. The product is [C:12]([N:15]1[CH2:20][CH2:19][CH:18]([CH2:21][C:22]2[CH:27]=[CH:26][C:25]([S:28]([NH:4][CH2:1][CH2:2][CH3:3])(=[O:30])=[O:29])=[CH:24][CH:23]=2)[CH2:17][CH2:16]1)(=[O:14])[CH3:13]. The yield is 0.710. (7) The reactants are [Cl:1][C:2]1[CH:7]=[C:6]([Cl:8])[CH:5]=[CH:4][C:3]=1[N:9]1[C:13]([C:14]2[CH:19]=[CH:18][C:17]([O:20][CH3:21])=[CH:16][CH:15]=2)=[C:12]([CH2:22][OH:23])[C:11]([C:24](O)=[O:25])=[N:10]1.C(N(CC)CC)C.[F:34][C:35]1([F:42])[CH2:40][CH2:39][CH:38]([NH2:41])[CH2:37][CH2:36]1.F[P-](F)(F)(F)(F)F.N1(O[P+](N(C)C)(N(C)C)N(C)C)C2C=CC=CC=2N=N1. The catalyst is ClCCl. The product is [F:34][C:35]1([F:42])[CH2:40][CH2:39][CH:38]([NH:41][C:24]([C:11]2[C:12]([CH2:22][OH:23])=[C:13]([C:14]3[CH:15]=[CH:16][C:17]([O:20][CH3:21])=[CH:18][CH:19]=3)[N:9]([C:3]3[CH:4]=[CH:5][C:6]([Cl:8])=[CH:7][C:2]=3[Cl:1])[N:10]=2)=[O:25])[CH2:37][CH2:36]1. The yield is 0.520.